This data is from Full USPTO retrosynthesis dataset with 1.9M reactions from patents (1976-2016). The task is: Predict the reactants needed to synthesize the given product. The reactants are: [CH3:1][O:2][C:3](=[O:14])[C:4](=O)[CH2:5][C:6]([C:8]1[N:9]=[CH:10][S:11][CH:12]=1)=O.[Cl:15][C:16]1[N:17]=[N:18][C:19]([NH:22][NH2:23])=[CH:20][CH:21]=1.C(O)(=O)C.C(=O)([O-])O.[Na+]. Given the product [CH3:1][O:2][C:3]([C:4]1[CH:5]=[C:6]([C:8]2[N:9]=[CH:10][S:11][CH:12]=2)[N:22]([C:19]2[N:18]=[N:17][C:16]([Cl:15])=[CH:21][CH:20]=2)[N:23]=1)=[O:14], predict the reactants needed to synthesize it.